This data is from Forward reaction prediction with 1.9M reactions from USPTO patents (1976-2016). The task is: Predict the product of the given reaction. (1) The product is: [C:13]([O:17][C:18](=[O:24])[N:19]([CH2:21][CH2:22][O:23][N:26]1[C:30](=[O:31])[C:29]2[C:28](=[CH:35][CH:34]=[CH:33][CH:32]=2)[C:27]1=[O:36])[CH3:20])([CH3:16])([CH3:14])[CH3:15]. Given the reactants CCOC(/N=N/C(OCC)=O)=O.[C:13]([O:17][C:18](=[O:24])[N:19]([CH2:21][CH2:22][OH:23])[CH3:20])([CH3:16])([CH3:15])[CH3:14].O[N:26]1[C:30](=[O:31])[C:29]2=[CH:32][CH:33]=[CH:34][CH:35]=[C:28]2[C:27]1=[O:36].C1(P(C2C=CC=CC=2)C2C=CC=CC=2)C=CC=CC=1, predict the reaction product. (2) Given the reactants [F:1][C:2]1[CH:10]=[CH:9][C:5]([C:6]([OH:8])=[O:7])=[CH:4][C:3]=1[N+:11]([O-:13])=[O:12].[CH2:14](O)[CH3:15].S(=O)(=O)(O)O, predict the reaction product. The product is: [F:1][C:2]1[CH:10]=[CH:9][C:5]([C:6]([O:8][CH2:14][CH3:15])=[O:7])=[CH:4][C:3]=1[N+:11]([O-:13])=[O:12]. (3) Given the reactants [CH2:1]([OH:10])[CH2:2]/[CH:3]=[CH:4]\[CH2:5][CH2:6][CH2:7][CH2:8][CH3:9].[CH3:11][S:12](Cl)(=[O:14])=[O:13].C(N(CC)CC)C, predict the reaction product. The product is: [CH3:11][S:12]([O:10][CH2:1][CH2:2]/[CH:3]=[CH:4]\[CH2:5][CH2:6][CH2:7][CH2:8][CH3:9])(=[O:14])=[O:13].